Dataset: Full USPTO retrosynthesis dataset with 1.9M reactions from patents (1976-2016). Task: Predict the reactants needed to synthesize the given product. (1) Given the product [ClH:1].[Cl:1][C:2]1[CH:7]=[CH:6][C:5]([C:8]2[N:13]=[C:12]([C:14]([NH:34][C:35]3([C:44]([OH:46])=[O:45])[CH:40]4[CH2:41][CH2:42][CH2:43][CH:36]3[CH2:37][CH2:38][CH2:39]4)=[O:15])[CH:11]=[CH:10][C:9]=2[C:17]2[C:22]([O:23][CH3:24])=[CH:21][CH:20]=[CH:19][C:18]=2[O:25][CH3:26])=[CH:4][C:3]=1[O:27][CH2:28][CH2:29][CH2:30][N:31]([CH3:33])[CH3:32], predict the reactants needed to synthesize it. The reactants are: [Cl:1][C:2]1[CH:7]=[CH:6][C:5]([C:8]2[N:13]=[C:12]([C:14](O)=[O:15])[CH:11]=[CH:10][C:9]=2[C:17]2[C:22]([O:23][CH3:24])=[CH:21][CH:20]=[CH:19][C:18]=2[O:25][CH3:26])=[CH:4][C:3]=1[O:27][CH2:28][CH2:29][CH2:30][N:31]([CH3:33])[CH3:32].[NH2:34][C:35]1([C:44]([OH:46])=[O:45])[CH:40]2[CH2:41][CH2:42][CH2:43][CH:36]1[CH2:37][CH2:38][CH2:39]2. (2) Given the product [CH2:25]([C:2]1[N:7]=[C:6]([N:8]2[CH2:13][CH2:12][CH:11]([CH2:14][CH2:15][N:16]3[C:20](=[O:21])[CH2:19][O:18][C:17]3=[O:22])[CH2:10][CH2:9]2)[CH:5]=[CH:4][CH:3]=1)[CH:26]([CH3:28])[CH3:27], predict the reactants needed to synthesize it. The reactants are: Br[C:2]1[N:7]=[C:6]([N:8]2[CH2:13][CH2:12][CH:11]([CH2:14][CH2:15][N:16]3[C:20](=[O:21])[CH2:19][O:18][C:17]3=[O:22])[CH2:10][CH2:9]2)[CH:5]=[CH:4][CH:3]=1.Br[Zn][CH2:25][CH:26]([CH3:28])[CH3:27].O.C(OCC)(=O)C. (3) The reactants are: [NH2:1][C:2]1[C:3]2[C:10]([C:11]3[CH:16]=[CH:15][C:14]([O:17][C:18]4[CH:23]=[CH:22][CH:21]=[CH:20][CH:19]=4)=[CH:13][CH:12]=3)=[CH:9][N:8]([CH:24]3[CH2:28][CH:27]([OH:29])[CH:26]=[CH:25]3)[C:4]=2[N:5]=[CH:6][N:7]=1.[H][H]. Given the product [NH2:1][C:2]1[C:3]2[C:10]([C:11]3[CH:12]=[CH:13][C:14]([O:17][C:18]4[CH:23]=[CH:22][CH:21]=[CH:20][CH:19]=4)=[CH:15][CH:16]=3)=[CH:9][N:8]([CH:24]3[CH2:25][CH2:26][CH:27]([OH:29])[CH2:28]3)[C:4]=2[N:5]=[CH:6][N:7]=1, predict the reactants needed to synthesize it. (4) Given the product [CH2:38]([O:42][C:5]1[N:10]=[C:9]([O:11][C:12]2[CH:13]=[N:14][CH:15]=[CH:16][CH:17]=2)[C:8]([C:18]2[CH:23]=[CH:22][C:21]([Cl:24])=[CH:20][CH:19]=2)=[C:7]([C:25]2[CH:30]=[CH:29][C:28]([Cl:31])=[CH:27][C:26]=2[Cl:32])[N:6]=1)[CH2:39][CH2:40][CH3:41], predict the reactants needed to synthesize it. The reactants are: CS([C:5]1[N:10]=[C:9]([O:11][C:12]2[CH:13]=[N:14][CH:15]=[CH:16][CH:17]=2)[C:8]([C:18]2[CH:23]=[CH:22][C:21]([Cl:24])=[CH:20][CH:19]=2)=[C:7]([C:25]2[CH:30]=[CH:29][C:28]([Cl:31])=[CH:27][C:26]=2[Cl:32])[N:6]=1)(=O)=O.C([Li])CCC.[CH2:38]([OH:42])[CH2:39][CH2:40][CH3:41]. (5) The reactants are: [CH:1]([N:4]([CH:8]([CH3:10])[CH3:9])[CH2:5][CH2:6][OH:7])([CH3:3])[CH3:2].[C:11](=[O:14])(O)[O-].[Na+].O.[N:17]1[C:24](Cl)=[N:23][C:21](Cl)=[N:20][C:18]=1[Cl:19].C(=O)=O. Given the product [Cl:19][C:18]1[N:17]=[C:24]([O:7][CH2:6][CH2:5][N:4]([CH:8]([CH3:10])[CH3:9])[CH:1]([CH3:3])[CH3:2])[N:23]=[C:21]([O:14][CH2:11][CH2:5][N:4]([CH:8]([CH3:10])[CH3:9])[CH:1]([CH3:3])[CH3:2])[N:20]=1, predict the reactants needed to synthesize it. (6) Given the product [Cl:7][C:8]1[CH:9]=[CH:10][C:11]([S:14]([NH:17][CH:18]2[CH2:27][CH2:26][C:25]3[C:24]([CH2:28][CH2:29][C:30]([O:32][CH3:33])=[O:31])=[CH:23][C:22]([CH:34]=[O:2])=[CH:21][C:20]=3[CH2:19]2)(=[O:15])=[O:16])=[CH:12][CH:13]=1, predict the reactants needed to synthesize it. The reactants are: I([O-])(=O)(=O)=[O:2].[Na+].[Cl:7][C:8]1[CH:13]=[CH:12][C:11]([S:14]([NH:17][CH:18]2[CH2:27][CH2:26][C:25]3[C:24]([CH2:28][CH2:29][C:30]([O:32][CH3:33])=[O:31])=[CH:23][C:22]([CH:34]=C)=[CH:21][C:20]=3[CH2:19]2)(=[O:16])=[O:15])=[CH:10][CH:9]=1.